Dataset: Forward reaction prediction with 1.9M reactions from USPTO patents (1976-2016). Task: Predict the product of the given reaction. (1) Given the reactants C([O:4][C:5]1[CH:10]=[C:9]([C:11]#[N:12])[C:8](Br)=[C:7]([C:14]#[N:15])[C:6]=1[O:16]C(=O)C)(=O)C.[CH3:20][CH:21]([CH3:28])[CH2:22]/[CH:23]=[CH:24]/B(O)O, predict the reaction product. The product is: [OH:16][C:6]1[C:5]([OH:4])=[CH:10][C:9]([C:11]#[N:12])=[C:8](/[CH:24]=[CH:23]/[CH2:22][CH:21]([CH3:28])[CH3:20])[C:7]=1[C:14]#[N:15]. (2) Given the reactants Cl[C:2]1[C:3]2[CH:14]=[C:13]([C:15]3[CH:20]=[CH:19][CH:18]=[CH:17][CH:16]=3)[CH:12]=[CH:11][C:4]=2[N:5]([CH3:10])[C:6](=[O:9])[CH2:7][N:8]=1.C1(B(O)O)C=CC=CC=1.[Cl:30][C:31]1[CH:36]=[CH:35][CH:34]=[CH:33][C:32]=1B(O)O, predict the reaction product. The product is: [Cl:30][C:31]1[CH:36]=[CH:35][CH:34]=[CH:33][C:32]=1[C:2]1[C:3]2[CH:14]=[C:13]([C:15]3[CH:20]=[CH:19][CH:18]=[CH:17][CH:16]=3)[CH:12]=[CH:11][C:4]=2[N:5]([CH3:10])[C:6](=[O:9])[CH2:7][N:8]=1. (3) Given the reactants [C:1]([O:7][CH2:8][CH3:9])(=[O:6])[CH2:2][C:3]([CH3:5])=O.[Br:10][C:11]1[CH:18]=[CH:17][CH:16]=[CH:15][C:12]=1[CH:13]=O.[NH4+:19].[OH-:20], predict the reaction product. The product is: [Br:10][C:11]1[CH:18]=[CH:17][CH:16]=[CH:15][C:12]=1[CH:13]1[C:2]([C:1]([O:7][CH2:8][CH3:9])=[O:6])=[C:3]([CH3:5])[NH:19][C:3]([CH3:5])=[C:2]1[C:1]([O:7][CH2:8][CH3:9])=[O:20]. (4) The product is: [F:27][CH:26]([F:28])[C:23]1([CH2:22][CH2:21][CH2:20][CH2:19][CH2:18][CH2:17][CH2:16][CH2:15][CH2:14][CH2:13][CH2:12][CH2:11][C:8]2([C:6]([OH:7])=[O:5])[CH2:9][CH2:10]2)[CH2:25][CH2:24]1. Given the reactants [OH-].[K+].C([O:5][C:6]([C:8]1([CH2:11][CH2:12][CH2:13][CH2:14][CH2:15][CH2:16][CH2:17][CH2:18][CH2:19][CH2:20][CH2:21][CH2:22][C:23]2([CH:26]([F:28])[F:27])[CH2:25][CH2:24]2)[CH2:10][CH2:9]1)=[O:7])C.Cl, predict the reaction product. (5) Given the reactants [NH2:1][C:2]1[S:3][CH:4]=[CH:5][N:6]=1.[C:7]([N+:11]#[C-:12])([CH3:10])([CH3:9])[CH3:8].[CH3:13][C:14]1[CH:21]=[CH:20][C:17]([CH:18]=O)=[CH:16][CH:15]=1, predict the reaction product. The product is: [C:7]([NH:11][C:12]1[N:6]2[C:2]([S:3][CH:4]=[CH:5]2)=[N:1][C:13]=1[C:14]1[CH:21]=[CH:20][C:17]([CH3:18])=[CH:16][CH:15]=1)([CH3:10])([CH3:9])[CH3:8]. (6) Given the reactants CC(C)([O-])C.[K+].[OH:7][CH2:8][CH2:9][CH2:10][N:11]1[C:19]2[C:14](=[CH:15][CH:16]=[CH:17][CH:18]=2)[C:13]([CH2:20][C:21]([NH2:23])=[O:22])=[CH:12]1.C[O:25][C:26](=O)[C:27]([C:29]1[CH:37]=[CH:36][CH:35]=[C:34]2[C:30]=1[CH:31]=[CH:32][N:33]2[CH3:38])=O, predict the reaction product. The product is: [CH3:38][N:33]1[C:34]2[C:30](=[C:29]([C:27]3[C:26](=[O:25])[NH:23][C:21](=[O:22])[C:20]=3[C:13]3[C:14]4[C:19](=[CH:18][CH:17]=[CH:16][CH:15]=4)[N:11]([CH2:10][CH2:9][CH2:8][OH:7])[CH:12]=3)[CH:37]=[CH:36][CH:35]=2)[CH:31]=[CH:32]1. (7) Given the reactants C[O:2][C:3](=[O:25])[C@@H:4]([N:11]1[CH2:15][C:14]2=[CH:16][C:17]3[CH:18]=[CH:19][CH:20]=[CH:21][C:22]=3[O:23][CH:13]2[C:12]1=[O:24])[CH2:5][CH:6]1[CH2:10][CH2:9][CH2:8][CH2:7]1.[OH-].[Li+].CCOCC, predict the reaction product. The product is: [CH:6]1([CH2:5][C@H:4]([N:11]2[CH2:15][C:14]3[CH2:16][C:17]4[CH:18]=[CH:19][CH:20]=[CH:21][C:22]=4[O:23][C:13]=3[C:12]2=[O:24])[C:3]([OH:25])=[O:2])[CH2:10][CH2:9][CH2:8][CH2:7]1.